This data is from Forward reaction prediction with 1.9M reactions from USPTO patents (1976-2016). The task is: Predict the product of the given reaction. Given the reactants [CH3:1][C:2]1[CH:3]=[C:4]([CH:8]=[C:9]([CH3:13])[C:10]=1[O:11][CH3:12])[C:5](O)=[O:6].O=S(Cl)[Cl:16], predict the reaction product. The product is: [CH3:12][O:11][C:10]1[C:2]([CH3:1])=[CH:3][C:4]([C:5]([Cl:16])=[O:6])=[CH:8][C:9]=1[CH3:13].